The task is: Predict the product of the given reaction.. This data is from Forward reaction prediction with 1.9M reactions from USPTO patents (1976-2016). Given the reactants Cl[C:2]1[CH:7]=[CH:6][C:5]([N+:8]([O-])=O)=[CH:4][N:3]=1.[C:11]([N:18]1[CH2:24][CH2:23][CH2:22][NH:21][CH2:20][CH2:19]1)([O:13][C:14]([CH3:17])([CH3:16])[CH3:15])=[O:12], predict the reaction product. The product is: [NH2:8][C:5]1[CH:6]=[CH:7][C:2]([N:21]2[CH2:22][CH2:23][CH2:24][N:18]([C:11]([O:13][C:14]([CH3:17])([CH3:16])[CH3:15])=[O:12])[CH2:19][CH2:20]2)=[N:3][CH:4]=1.